From a dataset of Forward reaction prediction with 1.9M reactions from USPTO patents (1976-2016). Predict the product of the given reaction. Given the reactants [CH:1]1([C:4]2[CH:16]=[CH:15][C:7]([O:8][CH:9]3[CH2:14][CH2:13][NH:12][CH2:11][CH2:10]3)=[CH:6][CH:5]=2)[CH2:3][CH2:2]1.[Br:17][C:18]1[CH:26]=[CH:25][C:21]([C:22](O)=[O:23])=[CH:20][N:19]=1, predict the reaction product. The product is: [Br:17][C:18]1[N:19]=[CH:20][C:21]([C:22]([N:12]2[CH2:13][CH2:14][CH:9]([O:8][C:7]3[CH:15]=[CH:16][C:4]([CH:1]4[CH2:2][CH2:3]4)=[CH:5][CH:6]=3)[CH2:10][CH2:11]2)=[O:23])=[CH:25][CH:26]=1.